Dataset: Forward reaction prediction with 1.9M reactions from USPTO patents (1976-2016). Task: Predict the product of the given reaction. (1) Given the reactants [C:1]([C:3](=[C:8]1[CH2:12][C:11]([CH3:14])([CH3:13])[CH2:10][CH:9]1[CH3:15])C(OC)=O)#[N:2].[Cl-].[Li+].CN1CCCC1=O.Cl, predict the reaction product. The product is: [CH3:14][C:11]1([CH3:13])[CH2:10][CH:9]([CH3:15])[C:8]([CH2:3][C:1]#[N:2])=[CH:12]1. (2) Given the reactants [CH3:1][O:2][CH:3](OC)OC.[CH:8]1[C:9]([C:30]([F:33])([F:32])[F:31])=[CH:10][C:11]([Cl:29])=[C:12]([N:15]2[N:19]=[C:18]([C:20]#[N:21])[C:17]([S+:22]([O-:27])[C:23]([F:26])([F:25])[F:24])=[C:16]2[NH2:28])[C:13]=1[Cl:14].C1(C)C=CC(S(O)(=O)=O)=CC=1, predict the reaction product. The product is: [C:20]([C:18]1[C:17]([S:22]([C:23]([F:24])([F:25])[F:26])=[O:27])=[C:16]([N:28]=[CH:3][O:2][CH3:1])[N:15]([C:12]2[C:13]([Cl:14])=[CH:8][C:9]([C:30]([F:31])([F:33])[F:32])=[CH:10][C:11]=2[Cl:29])[N:19]=1)#[N:21]. (3) Given the reactants [Cl:1][C:2]1[N:7]=[CH:6][C:5]([C:8]([OH:10])=O)=[C:4]([C:11]2[C:12]([CH3:17])=[N:13][CH:14]=[CH:15][CH:16]=2)[CH:3]=1.[F:18][C:19]([F:34])([F:33])[C:20]1[CH:21]=[C:22]([CH:26]=[C:27]([C:29]([F:32])([F:31])[F:30])[CH:28]=1)[CH2:23][NH:24][CH3:25].C(N(CC)C(C)C)(C)C, predict the reaction product. The product is: [F:18][C:19]([F:33])([F:34])[C:20]1[CH:21]=[C:22]([CH:26]=[C:27]([C:29]([F:32])([F:31])[F:30])[CH:28]=1)[CH2:23][N:24]([CH3:25])[C:8]([C:5]1[CH:6]=[N:7][C:2]([Cl:1])=[CH:3][C:4]=1[C:11]1[C:12]([CH3:17])=[N:13][CH:14]=[CH:15][CH:16]=1)=[O:10].